This data is from Experimentally validated miRNA-target interactions with 360,000+ pairs, plus equal number of negative samples. The task is: Binary Classification. Given a miRNA mature sequence and a target amino acid sequence, predict their likelihood of interaction. (1) The miRNA is hsa-miR-4305 with sequence CCUAGACACCUCCAGUUC. The protein sequence of the target gene is MLGAALRRCAVAATTRADPRGLLHSARTPGPAVAIQSVRCYSHGSQETDEEFDARWVTYFNKPDIDAWELRKGINTLVTYDMVPEPKIIDAALRACRRLNDFASTVRILEVVKDKAGPHKEIYPYVIQELRPTLNELGISTPEELGLDKV. Result: 0 (no interaction). (2) The miRNA is hsa-miR-6738-3p with sequence CUUCUGCCUGCAUUCUACUCCCAG. The protein sequence of the target gene is MAPRPRARPGVAVACCWLLTVVLRCCVSFNVDVKNSMTFSGPVEDMFGYTVQQYENEEGKWVLIGSPLVGQPKNRTGDVYKCPVGRGESLPCVKLDLPVNTSIPNVTEVKENMTFGSTLVTNPNGGFLACGPLYAYRCGHLHYTTGICSDVSPTFQVVNSIAPVQECSTQLDIVIVLDGSNSIYPWDSVTAFLNDLLERMDIGPKQTQVGIVQYGENVTHEFNLNKYSSTEEVLVAAKKIVQRGGRQTMTALGIDTARKEAFTEARGARRGVKKVMVIVTDGESHDNHRLKKVIQDCEDE.... Result: 0 (no interaction). (3) The miRNA is hsa-miR-6859-5p with sequence GAGAGGAACAUGGGCUCAGGACA. The protein sequence of the target gene is MQSDDVIWNTLGNKQFCSFKIRTKTQGFCRNEYSLTGLCNRSSCPLANSQYATIKEEKGQCYLYMKVIERAAFPRRLWERVRLSKNYEKALEQIDENLIYWPRFIRHKCKQRFTKITQYLIRIRKLTLKRQRKLVPLSKKVERREKRREEKALIAAQLDNAIEKELLERLKQDTYGDIYNFPIHAFDKALEKQEAESDSEDEEEEEDEDEEEDVGKREFVEDEEVEESDLSDFEDMDKLNTDSEEDQDDESSNDEEAHKAKHKGKAPLKGPLRKKRAYVEIEYEQETEPMAKVKAT. Result: 0 (no interaction).